This data is from Forward reaction prediction with 1.9M reactions from USPTO patents (1976-2016). The task is: Predict the product of the given reaction. (1) Given the reactants [Cl:1][C:2]1[CH:7]=[C:6]([Cl:8])[CH:5]=[CH:4][C:3]=1[C@@:9]1([CH2:32][N:33]2[CH:37]=[CH:36][N:35]=[CH:34]2)[O:13][C@H:12]([CH2:14][O:15][C:16]2[CH:21]=[CH:20][C:19]([N:22]3[CH2:27][CH2:26][N:25]([S:28]([CH3:31])(=[O:30])=[O:29])[CH2:24][CH2:23]3)=[CH:18][CH:17]=2)[CH2:11][O:10]1.[O:38]1[CH2:43][CH2:42]C(S(Cl)(=O)=O)[CH2:40][CH2:39]1.CS(Cl)(=O)=O, predict the reaction product. The product is: [Cl:1][C:2]1[CH:7]=[C:6]([Cl:8])[CH:5]=[CH:4][C:3]=1[C@@:9]1([CH2:32][N:33]2[CH:37]=[CH:36][N:35]=[CH:34]2)[O:13][C@H:12]([CH2:14][O:15][C:16]2[CH:21]=[CH:20][C:19]([N:22]3[CH2:27][CH2:26][N:25]([S:28]([CH:31]4[CH2:42][CH2:43][O:38][CH2:39][CH2:40]4)(=[O:30])=[O:29])[CH2:24][CH2:23]3)=[CH:18][CH:17]=2)[CH2:11][O:10]1. (2) The product is: [Cl:1][C:2]1[CH:3]=[C:4]([O:8][CH2:9][CH2:10][CH:11]([NH:14][CH3:13])[CH3:12])[CH:5]=[N:6][CH:7]=1. Given the reactants [Cl:1][C:2]1[CH:3]=[C:4]([O:8][CH2:9][CH2:10][CH2:11][CH3:12])[CH:5]=[N:6][CH:7]=1.[CH3:13][NH2:14].Cl, predict the reaction product. (3) Given the reactants Br[C:2]1[CH:3]=[C:4]([Cl:11])[CH:5]=[C:6]2[C:10]=1[NH:9][N:8]=[CH:7]2.[H-].[Na+].C([Li])(C)(C)C.CCCCC.CN(C)[CH:26]=[O:27].[Cl-].[NH4+], predict the reaction product. The product is: [Cl:11][C:4]1[CH:5]=[C:6]2[C:10](=[C:2]([CH:26]=[O:27])[CH:3]=1)[NH:9][N:8]=[CH:7]2. (4) The product is: [C:15]([O:14][C:12](=[O:13])[CH2:11][N:8]1[C:9]2[C:5](=[CH:4][CH:3]=[C:2]([P:24]([O:28][CH2:29][CH3:30])([O:25][CH2:26][CH3:27])=[O:31])[CH:10]=2)[C:6]([C:19]([O:21][CH2:22][CH3:23])=[O:20])=[N:7]1)([CH3:18])([CH3:17])[CH3:16]. Given the reactants Br[C:2]1[CH:10]=[C:9]2[C:5]([C:6]([C:19]([O:21][CH2:22][CH3:23])=[O:20])=[N:7][N:8]2[CH2:11][C:12]([O:14][C:15]([CH3:18])([CH3:17])[CH3:16])=[O:13])=[CH:4][CH:3]=1.[P:24]([O-:31])([O:28][CH2:29][CH3:30])[O:25][CH2:26][CH3:27].C(N(CC)CC)C, predict the reaction product.